This data is from Forward reaction prediction with 1.9M reactions from USPTO patents (1976-2016). The task is: Predict the product of the given reaction. (1) The product is: [C:1]([C:5]1[N:10]=[CH:9][C:8]([C:11]2[N:12]([C:32]([N:41]3[CH2:40][CH2:39][N:38]([CH2:44][C:45]([NH:47][CH2:48][CH:49]4[CH2:53][CH2:52][CH2:51][O:50]4)=[O:46])[CH2:43][CH2:42]3)=[O:33])[C@@:13]([C:25]3[CH:26]=[CH:27][C:28]([Cl:31])=[CH:29][CH:30]=3)([CH3:24])[C@@:14]([C:17]3[CH:18]=[CH:19][C:20]([Cl:23])=[CH:21][CH:22]=3)([CH3:16])[N:15]=2)=[C:7]([O:35][CH2:36][CH3:37])[CH:6]=1)([CH3:2])([CH3:3])[CH3:4]. Given the reactants [C:1]([C:5]1[N:10]=[CH:9][C:8]([C:11]2[N:12]([C:32](Cl)=[O:33])[C@@:13]([C:25]3[CH:30]=[CH:29][C:28]([Cl:31])=[CH:27][CH:26]=3)([CH3:24])[C@@:14]([C:17]3[CH:22]=[CH:21][C:20]([Cl:23])=[CH:19][CH:18]=3)([CH3:16])[N:15]=2)=[C:7]([O:35][CH2:36][CH3:37])[CH:6]=1)([CH3:4])([CH3:3])[CH3:2].[N:38]1([CH2:44][C:45]([NH:47][CH2:48][CH:49]2[CH2:53][CH2:52][CH2:51][O:50]2)=[O:46])[CH2:43][CH2:42][NH:41][CH2:40][CH2:39]1, predict the reaction product. (2) Given the reactants [Cl:1][C:2]1[C:3]2[CH:13]=[C:12]([O:14][CH3:15])[C:11]([O:16][CH3:17])=[CH:10][C:4]=2[S:5][C:6]=1[C:7](Cl)=[O:8].[CH3:18][CH:19]1[O:24][CH:23]([CH3:25])[CH2:22][NH:21][CH2:20]1.C(N(CC)CC)C.Cl, predict the reaction product. The product is: [Cl:1][C:2]1[C:3]2[CH:13]=[C:12]([O:14][CH3:15])[C:11]([O:16][CH3:17])=[CH:10][C:4]=2[S:5][C:6]=1[C:7]([N:21]1[CH2:20][CH:19]([CH3:18])[O:24][CH:23]([CH3:25])[CH2:22]1)=[O:8]. (3) Given the reactants [F:1][C:2]1[CH:7]=[CH:6][C:5]([CH:8]([CH:16]2[CH2:21][CH2:20][N:19]([CH:22]([CH3:24])[CH3:23])[CH2:18][CH2:17]2)[CH2:9][N:10]2[CH2:15][CH2:14][NH:13][CH2:12][CH2:11]2)=[CH:4][CH:3]=1.[ClH:25].O1CCOCC1, predict the reaction product. The product is: [ClH:25].[ClH:25].[ClH:25].[F:1][C:2]1[CH:3]=[CH:4][C:5]([CH:8]([CH:16]2[CH2:21][CH2:20][N:19]([CH:22]([CH3:24])[CH3:23])[CH2:18][CH2:17]2)[CH2:9][N:10]2[CH2:15][CH2:14][NH:13][CH2:12][CH2:11]2)=[CH:6][CH:7]=1. (4) Given the reactants [F:1][C:2]([F:19])([F:18])[C:3]1[CH:8]=[CH:7][C:6]([C:9]2[C:10]([C:15](Cl)=[O:16])=[CH:11][CH:12]=[CH:13][CH:14]=2)=[CH:5][CH:4]=1.[C:20]([N:23]1[C:31]2[C:26](=[CH:27][C:28]([NH2:32])=[CH:29][CH:30]=2)[CH2:25][CH2:24]1)(=[O:22])[CH3:21].C(N(CC)CC)C.C(OCC)(=O)C, predict the reaction product. The product is: [C:20]([N:23]1[C:31]2[C:26](=[CH:27][C:28]([NH:32][C:15]([C:10]3[C:9]([C:6]4[CH:7]=[CH:8][C:3]([C:2]([F:19])([F:18])[F:1])=[CH:4][CH:5]=4)=[CH:14][CH:13]=[CH:12][CH:11]=3)=[O:16])=[CH:29][CH:30]=2)[CH2:25][CH2:24]1)(=[O:22])[CH3:21]. (5) Given the reactants [Cl:1][C:2]1[C:10]2[N:6]([C:7]([CH2:14][CH2:15][O:16][CH2:17][CH3:18])=[CH:8][C:9]=2[C:11]([OH:13])=O)[CH:5]=[CH:4][CH:3]=1.[F:19][C:20]1([F:28])[CH2:25][CH2:24][CH:23]([CH2:26][NH2:27])[CH2:22][CH2:21]1.Cl.CN(C)CCCN=C=NCC.N1(O)C2C=CC=CC=2N=N1.C(N(C(C)C)C(C)C)C, predict the reaction product. The product is: [F:19][C:20]1([F:28])[CH2:25][CH2:24][CH:23]([CH2:26][NH:27][C:11]([C:9]2[CH:8]=[C:7]([CH2:14][CH2:15][O:16][CH2:17][CH3:18])[N:6]3[C:10]=2[C:2]([Cl:1])=[CH:3][CH:4]=[CH:5]3)=[O:13])[CH2:22][CH2:21]1. (6) Given the reactants [C:1]([C:3]1[CH:8]=[CH:7][C:6]([N:9]2[CH2:13][C@H:12]([CH2:14][N:15]3[CH:19]=[C:18]([CH3:20])[N:17]=[N:16]3)[O:11][C:10]2=[O:21])=[CH:5][C:4]=1[F:22])#[CH:2].[N:23]([CH2:26][C:27]1[CH:32]=[CH:31][CH:30]=[CH:29][CH:28]=1)=[N+:24]=[N-:25].N1C(C)=CC=CC=1C, predict the reaction product. The product is: [CH2:26]([N:23]1[CH:2]=[C:1]([C:3]2[CH:8]=[CH:7][C:6]([N:9]3[CH2:13][C@H:12]([CH2:14][N:15]4[CH:19]=[C:18]([CH3:20])[N:17]=[N:16]4)[O:11][C:10]3=[O:21])=[CH:5][C:4]=2[F:22])[N:25]=[N:24]1)[C:27]1[CH:32]=[CH:31][CH:30]=[CH:29][CH:28]=1. (7) Given the reactants Br[C:2]1[N:7]=[C:6]([C:8]([NH2:10])=[O:9])[C:5]([NH:11][CH:12]2[CH2:15][O:14][CH2:13]2)=[CH:4][CH:3]=1.[Br:16][C:17]1[CH:18]=[CH:19][C:20]([F:26])=[C:21](B(O)O)[CH:22]=1, predict the reaction product. The product is: [Br:16][C:17]1[CH:22]=[CH:21][C:20]([F:26])=[C:19]([C:2]2[N:7]=[C:6]([C:8]([NH2:10])=[O:9])[C:5]([NH:11][CH:12]3[CH2:15][O:14][CH2:13]3)=[CH:4][CH:3]=2)[CH:18]=1.